This data is from Reaction yield outcomes from USPTO patents with 853,638 reactions. The task is: Predict the reaction yield, written as a fraction of the theoretical maximum amount of product (1.0 means a 100% yield; for example, 0.34 means a 34% yield). (1) The reactants are [CH2:1]([Li])[CH2:2][CH2:3][CH3:4].[CH3:6][CH2:7][CH2:8][CH2:9][CH2:10]C.[CH2:12]([O:14][C:15]1[CH:20]=[CH:19][C:18]([N:21]2[C:25]3=[N:26][CH:27]=[C:28]([CH:30]=O)[CH:29]=[C:24]3[N:23]=[CH:22]2)=[CH:17][CH:16]=1)[CH3:13]. The catalyst is O1CCCC1. The product is [CH2:12]([O:14][C:15]1[CH:20]=[CH:19][C:18]([N:21]2[C:25]3=[N:26][CH:27]=[C:28](/[CH:30]=[CH:4]\[C:3]4[CH:6]=[CH:7][C:8]([CH2:9][CH3:10])=[CH:1][CH:2]=4)[CH:29]=[C:24]3[N:23]=[CH:22]2)=[CH:17][CH:16]=1)[CH3:13]. The yield is 0.130. (2) The reactants are [CH2:1]([N:8]1[CH2:13][CH2:12][O:11][C:10](=[O:14])[C@@H:9]1[C:15]1[CH:20]=[CH:19][CH:18]=[CH:17][CH:16]=1)[C:2]1[CH:7]=[CH:6][CH:5]=[CH:4][CH:3]=1.C([BH-](C(CC)C)C(CC)C)(CC)C.[Li+].[Cl:35][C:36]1[CH:37]=[C:38]([CH:41]=[C:42]([Cl:44])[CH:43]=1)[CH2:39]O.N. The catalyst is C1COCC1.C1(C)C=CC=CC=1.O.C(OCC)(=O)C. The product is [CH2:1]([N:8]1[CH2:13][CH2:12][O:11][C@H:10]([O:14][CH2:39][C:38]2[CH:37]=[C:36]([Cl:35])[CH:43]=[C:42]([Cl:44])[CH:41]=2)[C@@H:9]1[C:15]1[CH:20]=[CH:19][CH:18]=[CH:17][CH:16]=1)[C:2]1[CH:3]=[CH:4][CH:5]=[CH:6][CH:7]=1. The yield is 0.540. (3) The reactants are C(OC(=O)[CH2:7][C:8]1[CH:13]=[CH:12][CH:11]=[C:10]([N+:14]([O-:16])=[O:15])[C:9]=1[CH2:17][N:18]([C:21]([O:23]C(C)(C)C)=O)[CH2:19][CH3:20])(C)(C)C.C1CCC(N=C=NC2CCCCC2)CC1.O. The catalyst is C(O)(C(F)(F)F)=O.C(Cl)Cl.CN(C1C=CN=CC=1)C. The product is [CH2:19]([N:18]1[C:21](=[O:23])[CH2:7][C:8]2[C:9](=[C:10]([N+:14]([O-:16])=[O:15])[CH:11]=[CH:12][CH:13]=2)[CH2:17]1)[CH3:20]. The yield is 1.00. (4) The reactants are C([N-]C(C)C)(C)C.[Li+].[F:9][C:10]([F:23])([F:22])[O:11][C:12]1[CH:17]=[CH:16][C:15]([CH2:18][C:19]([OH:21])=[O:20])=[CH:14][CH:13]=1.I[CH2:25][CH:26]1[CH2:30][CH2:29][CH2:28][CH2:27]1. The catalyst is O1CCCC1.CN1CCCN(C)C1=O.CN1CCCN(C)C1=O. The product is [CH:26]1([CH2:25][CH:18]([C:15]2[CH:14]=[CH:13][C:12]([O:11][C:10]([F:22])([F:23])[F:9])=[CH:17][CH:16]=2)[C:19]([OH:21])=[O:20])[CH2:30][CH2:29][CH2:28][CH2:27]1. The yield is 0.306. (5) The reactants are [O:1]1[CH2:5][CH2:4][O:3][CH:2]1[C:6]1[CH:7]=[C:8]([CH:21]=[C:22]([CH3:24])[CH:23]=1)[O:9][C:10]1[NH:15][C:14](=[O:16])[NH:13][C:12](=[O:17])[C:11]=1[CH:18]([CH3:20])[CH3:19].C(=O)([O-])[O-].[K+].[K+].Cl.Cl[CH2:33][C:34]1[CH:39]=[CH:38][N:37]=[CH:36][CH:35]=1.[I-].[Li+]. The catalyst is CN(C=O)C. The product is [O:3]1[CH2:4][CH2:5][O:1][CH:2]1[C:6]1[CH:7]=[C:8]([CH:21]=[C:22]([CH3:24])[CH:23]=1)[O:9][C:10]1[N:15]([CH2:33][C:34]2[CH:39]=[CH:38][N:37]=[CH:36][CH:35]=2)[C:14](=[O:16])[NH:13][C:12](=[O:17])[C:11]=1[CH:18]([CH3:20])[CH3:19]. The yield is 0.400. (6) The reactants are [CH3:1][C:2]1([CH3:28])[CH2:7][CH:6]([N:8]2[C:16](=[O:17])[C:15]3[C:10](=[CH:11][CH:12]=[CH:13][CH:14]=3)[C:9]2=[O:18])[CH:5]=[C:4]([C:19]2[CH:24]=[CH:23][N:22]=[CH:21][C:20]=2[N+:25]([O-])=O)[CH2:3]1. The catalyst is C(O)(=O)C.[Pd]. The product is [NH2:25][C:20]1[CH:21]=[N:22][CH:23]=[CH:24][C:19]=1[C:4]1[CH2:3][C:2]([CH3:28])([CH3:1])[CH2:7][CH:6]([N:8]2[C:9](=[O:18])[C:10]3[C:15](=[CH:14][CH:13]=[CH:12][CH:11]=3)[C:16]2=[O:17])[CH:5]=1. The yield is 0.890.